This data is from hERG potassium channel inhibition data for cardiac toxicity prediction from Karim et al.. The task is: Regression/Classification. Given a drug SMILES string, predict its toxicity properties. Task type varies by dataset: regression for continuous values (e.g., LD50, hERG inhibition percentage) or binary classification for toxic/non-toxic outcomes (e.g., AMES mutagenicity, cardiotoxicity, hepatotoxicity). Dataset: herg_karim. The result is 0 (non-blocker). The compound is CN1CCN(C(=O)c2ccc(OCc3cccc(Cl)c3)c(Cl)c2)CC1=O.